Regression. Given a peptide amino acid sequence and an MHC pseudo amino acid sequence, predict their binding affinity value. This is MHC class II binding data. From a dataset of Peptide-MHC class II binding affinity with 134,281 pairs from IEDB. (1) The peptide sequence is YPKYVKQNTLKLAT. The MHC is DRB3_0202 with pseudo-sequence DRB3_0202. The binding affinity (normalized) is 0.688. (2) The peptide sequence is GGSILKISNKFHTKG. The MHC is DRB1_0701 with pseudo-sequence DRB1_0701. The binding affinity (normalized) is 0.563. (3) The peptide sequence is IEDVQTDIPSEPWNT. The MHC is DRB4_0103 with pseudo-sequence DRB4_0103. The binding affinity (normalized) is 0.677. (4) The peptide sequence is FVAAAKYMVIQGEPG. The MHC is DRB1_1302 with pseudo-sequence DRB1_1302. The binding affinity (normalized) is 0.176. (5) The peptide sequence is APQINFFYYLGEPIV. The MHC is DRB1_1302 with pseudo-sequence DRB1_1302. The binding affinity (normalized) is 0.200. (6) The peptide sequence is QPGVDIIEGPVKNVA. The MHC is DRB1_1201 with pseudo-sequence DRB1_1201. The binding affinity (normalized) is 0.0969. (7) The peptide sequence is YFHRRDLRLMANAICSAV. The MHC is DRB1_0101 with pseudo-sequence DRB1_0101. The binding affinity (normalized) is 0.311. (8) The peptide sequence is EPIAAYHFDLSGIAF. The MHC is HLA-DQA10301-DQB10302 with pseudo-sequence HLA-DQA10301-DQB10302. The binding affinity (normalized) is 0.418. (9) The peptide sequence is EKKLFAATQFEPLAA. The MHC is HLA-DPA10301-DPB10402 with pseudo-sequence HLA-DPA10301-DPB10402. The binding affinity (normalized) is 0.853.